From a dataset of Forward reaction prediction with 1.9M reactions from USPTO patents (1976-2016). Predict the product of the given reaction. (1) Given the reactants [C:1]([O:5][C:6]([NH:8][CH2:9][C@H:10]1[CH2:15][CH2:14][C@H:13]([C:16]([NH:18][C@H:19]([C:37](=[O:50])[NH:38][C:39]2[CH:44]=[CH:43][C:42]([C:45]3[N:46]=[N:47][NH:48][N:49]=3)=[CH:41][CH:40]=2)[CH2:20][C:21]2[CH:26]=[CH:25][C:24]([C:27]3[CH:32]=[CH:31][C:30]([C:33]([OH:35])=O)=[CH:29][C:28]=3[CH3:36])=[CH:23][CH:22]=2)=[O:17])[CH2:12][CH2:11]1)=[O:7])([CH3:4])([CH3:3])[CH3:2].[NH2:51][C@H:52]1[CH2:57][CH2:56][C@H:55]([OH:58])[CH2:54][CH2:53]1.F[P-](F)(F)(F)(F)F.CN(C(ON1C2=NC=CC=C2N=N1)=[N+](C)C)C.C(N(CC)C(C)C)(C)C, predict the reaction product. The product is: [OH:58][C@H:55]1[CH2:56][CH2:57][C@H:52]([NH:51][C:33]([C:30]2[CH:31]=[CH:32][C:27]([C:24]3[CH:23]=[CH:22][C:21]([CH2:20][C@H:19]([NH:18][C:16]([C@H:13]4[CH2:12][CH2:11][C@H:10]([CH2:9][NH:8][C:6](=[O:7])[O:5][C:1]([CH3:4])([CH3:2])[CH3:3])[CH2:15][CH2:14]4)=[O:17])[C:37](=[O:50])[NH:38][C:39]4[CH:44]=[CH:43][C:42]([C:45]5[N:49]=[N:48][NH:47][N:46]=5)=[CH:41][CH:40]=4)=[CH:26][CH:25]=3)=[C:28]([CH3:36])[CH:29]=2)=[O:35])[CH2:53][CH2:54]1. (2) Given the reactants [F:1][C:2]1[CH:3]=[C:4]([NH:14][C:15](=[O:28])[CH2:16][C:17](=O)[CH2:18][O:19][C:20]2[CH:25]=[CH:24][CH:23]=[C:22]([F:26])[CH:21]=2)[CH:5]=[CH:6][C:7]=1[N:8]1[CH2:13][CH2:12][O:11][CH2:10][CH2:9]1.[C:29]([NH2:32])(=O)[CH3:30].C1(C)C=CC=CC=1.[NH4+].[Cl-], predict the reaction product. The product is: [F:1][C:2]1[CH:3]=[C:4]([N:14]2[C:15](=[O:28])[CH:16]=[C:17]([CH2:18][O:19][C:20]3[CH:25]=[CH:24][CH:23]=[C:22]([F:26])[CH:21]=3)[N:32]=[C:29]2[CH3:30])[CH:5]=[CH:6][C:7]=1[N:8]1[CH2:13][CH2:12][O:11][CH2:10][CH2:9]1. (3) Given the reactants C1(C)C=CC=CC=1.[CH:8]1[C:21]2[CH:20]=[C:19]([CH2:22][CH2:23]Cl)[C:18]3[C:13](=[CH:14][CH:15]=[CH:16][CH:17]=3)[C:12]=2[CH:11]=[CH:10][CH:9]=1.[C:25]1(=[O:35])[NH:29][C:28](=[O:30])[C:27]2=[CH:31][CH:32]=[CH:33][CH:34]=[C:26]12.[K], predict the reaction product. The product is: [CH:8]1[C:21]2[CH:20]=[C:19]([CH2:22][CH2:23][C:34]3[CH:33]=[CH:32][CH:31]=[C:27]4[C:28]([NH:29][C:25](=[O:35])[C:26]=34)=[O:30])[C:18]3[C:13](=[CH:14][CH:15]=[CH:16][CH:17]=3)[C:12]=2[CH:11]=[CH:10][CH:9]=1. (4) The product is: [F:14][C:15]1[CH:22]=[CH:21][C:18]([N:19]([CH3:20])[S:2]([C:5]2[CH:13]=[CH:12][C:8]([C:9]([OH:11])=[O:10])=[CH:7][CH:6]=2)(=[O:4])=[O:3])=[CH:17][CH:16]=1. Given the reactants Cl[S:2]([C:5]1[CH:13]=[CH:12][C:8]([C:9]([OH:11])=[O:10])=[CH:7][CH:6]=1)(=[O:4])=[O:3].[F:14][C:15]1[CH:22]=[CH:21][C:18]([NH:19][CH3:20])=[CH:17][CH:16]=1, predict the reaction product. (5) The product is: [CH:1]1([C:6](=[N:17][OH:18])[CH2:7][N+:8]([O-:10])=[O:9])[CH2:5][CH2:4][CH2:3][CH2:2]1. Given the reactants [CH:1]1([C:6](=O)[CH2:7][N+:8]([O-:10])=[O:9])[CH2:5][CH2:4][CH2:3][CH2:2]1.S(O)(O)(=O)=O.[NH2:17][OH:18], predict the reaction product. (6) Given the reactants [C:1]([C:5]1[CH:9]=[C:8]([NH:10][C:11]([NH:13][C:14]2[CH:19]=[CH:18][CH:17]=[C:16]([Cl:20])[C:15]=2[Cl:21])=[O:12])[N:7]([C:22]2[CH:31]=[C:30]3[C:25]([CH2:26][C@@H:27]([C:38](OC)=[O:39])[N:28](C(=O)C(F)(F)F)[CH2:29]3)=[CH:24][CH:23]=2)[N:6]=1)([CH3:4])([CH3:3])[CH3:2].Cl.CN.[CH2:45]([N:47](CC)CC)C.[CH3:52][C:53]([O:56][C:57]([O:59]C(OC(C)(C)C)=O)=O)([CH3:55])[CH3:54], predict the reaction product. The product is: [C:1]([C:5]1[CH:9]=[C:8]([NH:10][C:11]([NH:13][C:14]2[CH:19]=[CH:18][CH:17]=[C:16]([Cl:20])[C:15]=2[Cl:21])=[O:12])[N:7]([C:22]2[CH:31]=[C:30]3[C:25]([CH2:26][C@@H:27]([C:38](=[O:39])[NH:47][CH3:45])[N:28]([C:57]([O:56][C:53]([CH3:55])([CH3:54])[CH3:52])=[O:59])[CH2:29]3)=[CH:24][CH:23]=2)[N:6]=1)([CH3:3])([CH3:4])[CH3:2].